Dataset: Reaction yield outcomes from USPTO patents with 853,638 reactions. Task: Predict the reaction yield, written as a fraction of the theoretical maximum amount of product (1.0 means a 100% yield; for example, 0.34 means a 34% yield). (1) The reactants are [C:1]([OH:5])(=O)[CH2:2][OH:3].C[N:7](C1C=CC=CN=1)C.N1C=CC=CC=1.Cl[Si](C)(C)C.C(Cl)(=O)C(Cl)=O.[F:32][C:33]1[CH:47]=[CH:46][C:36]([CH2:37][C:38]23N[CH:42]([CH2:43][CH2:44]2)[CH2:41][CH2:40][CH2:39]3)=[CH:35][CH:34]=1.C(O)(=O)CC(CC(O)=O)(C(O)=O)O. The catalyst is ClCCl.CO.C(OCC)(=O)C.CN(C)C=O. The product is [F:32][C:33]1[CH:47]=[CH:46][C:36]([CH2:37][CH:38]2[CH2:44][CH:43]3[N:7]([C:1](=[O:5])[CH2:2][OH:3])[CH:40]([CH2:41][CH2:42]3)[CH2:39]2)=[CH:35][CH:34]=1. The yield is 0.840. (2) The reactants are [Cl:1][C:2]1[C:11]2[C:6](=[CH:7][CH:8]=[CH:9][C:10]=2[O:12][CH:13]2[CH2:18][CH2:17][N:16]([CH3:19])[CH2:15][CH2:14]2)[N:5]=[CH:4][N:3]=1.[CH3:20][C:21]1[CH:22]=[C:23]([CH:25]=[CH:26][C:27]=1[NH:28][CH2:29][C:30]1[CH:35]=[CH:34][CH:33]=[CH:32][N:31]=1)[NH2:24]. No catalyst specified. The product is [ClH:1].[CH3:19][N:16]1[CH2:17][CH2:18][CH:13]([O:12][C:10]2[CH:9]=[CH:8][CH:7]=[C:6]3[C:11]=2[C:2]([NH:24][C:23]2[CH:25]=[CH:26][C:27]([NH:28][CH2:29][C:30]4[CH:35]=[CH:34][CH:33]=[CH:32][N:31]=4)=[C:21]([CH3:20])[CH:22]=2)=[N:3][CH:4]=[N:5]3)[CH2:14][CH2:15]1. The yield is 0.530. (3) The reactants are C[O:2][C:3](=[O:30])[CH2:4][N:5]1[CH2:12][CH:11]2[CH:7]([CH2:8][N:9]([CH2:13][C:14]3[CH:19]=[CH:18][C:17]([O:20][C:21]4[S:22][C:23]5[CH:29]=[CH:28][CH:27]=[CH:26][C:24]=5[N:25]=4)=[CH:16][CH:15]=3)[CH2:10]2)[CH2:6]1.[OH-].[K+]. The catalyst is C(O)(C)C.O. The product is [S:22]1[C:23]2[CH:29]=[CH:28][CH:27]=[CH:26][C:24]=2[N:25]=[C:21]1[O:20][C:17]1[CH:16]=[CH:15][C:14]([CH2:13][N:9]2[CH2:8][CH:7]3[CH2:6][N:5]([CH2:4][C:3]([OH:30])=[O:2])[CH2:12][CH:11]3[CH2:10]2)=[CH:19][CH:18]=1. The yield is 0.300. (4) The product is [Cl:17][C:18]1[CH:19]=[CH:20][C:21]([CH:24]([C:36]2[CH:41]=[CH:40][C:39]([C:2]3[N:10]=[CH:9][N:8]=[C:7]4[C:3]=3[N:4]=[CH:5][N:6]4[CH:11]3[CH2:16][CH2:15][CH2:14][CH2:13][O:12]3)=[CH:38][CH:37]=2)[N:25]2[C:33](=[O:34])[C:32]3[C:27](=[CH:28][CH:29]=[CH:30][CH:31]=3)[C:26]2=[O:35])=[CH:22][CH:23]=1. The reactants are Cl[C:2]1[N:10]=[CH:9][N:8]=[C:7]2[C:3]=1[N:4]=[CH:5][N:6]2[CH:11]1[CH2:16][CH2:15][CH2:14][CH2:13][O:12]1.[Cl:17][C:18]1[CH:23]=[CH:22][C:21]([CH:24]([C:36]2[CH:41]=[CH:40][C:39](B3OC(C)(C)C(C)(C)O3)=[CH:38][CH:37]=2)[N:25]2[C:33](=[O:34])[C:32]3[C:27](=[CH:28][CH:29]=[CH:30][CH:31]=3)[C:26]2=[O:35])=[CH:20][CH:19]=1.C([O-])([O-])=O.[K+].[K+].C(Cl)(Cl)Cl.O. The yield is 0.420. The catalyst is COCCOC.Cl[Pd](Cl)([P](C1C=CC=CC=1)(C1C=CC=CC=1)C1C=CC=CC=1)[P](C1C=CC=CC=1)(C1C=CC=CC=1)C1C=CC=CC=1. (5) The reactants are CI.[C:3]1([CH2:9][O:10][C:11]([C:13]2([NH:19][C:20]([N:22]3[CH2:26][CH2:25][NH:24][C:23]3=[O:27])=[O:21])[CH2:18][CH2:17][CH2:16][CH2:15][CH2:14]2)=[O:12])[CH:8]=[CH:7][CH:6]=[CH:5][CH:4]=1.[C:28](=O)([O-])[O-].[K+].[K+]. The catalyst is C(#N)C. The product is [C:3]1([CH2:9][O:10][C:11]([C:13]2([NH:19][C:20]([N:22]3[CH2:26][CH2:25][N:24]([CH3:28])[C:23]3=[O:27])=[O:21])[CH2:18][CH2:17][CH2:16][CH2:15][CH2:14]2)=[O:12])[CH:8]=[CH:7][CH:6]=[CH:5][CH:4]=1. The yield is 0.500. (6) The reactants are [CH3:1][O:2][C:3]1[CH:14]=[C:13]([N+:15]([O-])=O)[CH:12]=[CH:11][C:4]=1[CH2:5][NH:6][S:7]([CH3:10])(=[O:9])=[O:8].[H][H]. The catalyst is [Pd].O1CCCC1.C(O)C. The product is [NH2:15][C:13]1[CH:12]=[CH:11][C:4]([CH2:5][NH:6][S:7]([CH3:10])(=[O:9])=[O:8])=[C:3]([O:2][CH3:1])[CH:14]=1. The yield is 0.920. (7) The reactants are [C:1]([C:5]1[CH:10]=[CH:9][C:8]([C:11]2[O:15][C:14]([C:16]3[CH:25]=[CH:24][C:19]([C:20]([O:22]C)=[O:21])=[CH:18][C:17]=3[N+:26]([O-:28])=[O:27])=[N:13][N:12]=2)=[CH:7][CH:6]=1)([CH3:4])([CH3:3])[CH3:2].[OH-].[Na+].Cl. The catalyst is O1CCCC1. The product is [C:1]([C:5]1[CH:6]=[CH:7][C:8]([C:11]2[O:15][C:14]([C:16]3[CH:25]=[CH:24][C:19]([C:20]([OH:22])=[O:21])=[CH:18][C:17]=3[N+:26]([O-:28])=[O:27])=[N:13][N:12]=2)=[CH:9][CH:10]=1)([CH3:4])([CH3:2])[CH3:3]. The yield is 0.420.